The task is: Predict the reactants needed to synthesize the given product.. This data is from Full USPTO retrosynthesis dataset with 1.9M reactions from patents (1976-2016). (1) Given the product [Cl:11][C:2]([Cl:1])([Cl:10])[C:3]([C:5]1[NH:6][CH:7]=[C:8]([CH:21]=[O:22])[CH:9]=1)=[O:4], predict the reactants needed to synthesize it. The reactants are: [Cl:1][C:2]([Cl:11])([Cl:10])[C:3]([C:5]1[NH:6][CH:7]=[CH:8][CH:9]=1)=[O:4].[Al+3].[Cl-].[Cl-].[Cl-].C[N+]([O-])=O.Cl[CH:21](Cl)[O:22]C. (2) Given the product [CH2:1]([N:4]1[C:5]2[C:6]([F:25])=[C:7]([NH:16][C:17]3[CH:22]=[CH:21][C:20]([I:23])=[CH:19][C:18]=3[F:24])[C:8]([C:9]([O:11][CH3:12])=[O:10])=[CH:13][C:14]=2[N:15]=[CH:26]1)[CH:2]=[CH2:3], predict the reactants needed to synthesize it. The reactants are: [CH2:1]([NH:4][C:5]1[C:14]([NH2:15])=[CH:13][C:8]([C:9]([O:11][CH3:12])=[O:10])=[C:7]([NH:16][C:17]2[CH:22]=[CH:21][C:20]([I:23])=[CH:19][C:18]=2[F:24])[C:6]=1[F:25])[CH:2]=[CH2:3].[C:26](O)(=O)C.C(N)=O.C(=O)(O)[O-].[Na+].O. (3) Given the product [F:1][C:2]1[CH:3]=[C:4]([C:8]2([CH2:14][N:17]([CH3:18])[CH3:16])[CH2:13][CH2:12][CH2:11][CH2:10][CH2:9]2)[CH:5]=[CH:6][CH:7]=1, predict the reactants needed to synthesize it. The reactants are: [F:1][C:2]1[CH:3]=[C:4]([C:8]2([CH:14]=O)[CH2:13][CH2:12][CH2:11][CH2:10][CH2:9]2)[CH:5]=[CH:6][CH:7]=1.[CH3:16][NH:17][CH3:18]. (4) The reactants are: [Br:1][C:2]1[C:3]([CH3:9])=[C:4]([CH:6]=[CH:7][CH:8]=1)[NH2:5].[Cl:10][CH2:11][C:12]1[CH:20]=[CH:19][CH:18]=[CH:17][C:13]=1[C:14](Cl)=[O:15]. Given the product [Br:1][C:2]1[C:3]([CH3:9])=[C:4]([NH:5][C:14](=[O:15])[C:13]2[CH:17]=[CH:18][CH:19]=[CH:20][C:12]=2[CH2:11][Cl:10])[CH:6]=[CH:7][CH:8]=1, predict the reactants needed to synthesize it.